Task: Regression. Given a peptide amino acid sequence and an MHC pseudo amino acid sequence, predict their binding affinity value. This is MHC class II binding data.. Dataset: Peptide-MHC class II binding affinity with 134,281 pairs from IEDB (1) The peptide sequence is AAARAGTTVYGAFAA. The MHC is HLA-DPA10103-DPB10601 with pseudo-sequence HLA-DPA10103-DPB10601. The binding affinity (normalized) is 0.0989. (2) The peptide sequence is VGSKLIVAMSSWLQK. The MHC is HLA-DPA10301-DPB10402 with pseudo-sequence HLA-DPA10301-DPB10402. The binding affinity (normalized) is 0.530. (3) The peptide sequence is LIEKINAGFKAAVAA. The MHC is DRB1_1001 with pseudo-sequence DRB1_1001. The binding affinity (normalized) is 0.700.